The task is: Predict which catalyst facilitates the given reaction.. This data is from Catalyst prediction with 721,799 reactions and 888 catalyst types from USPTO. (1) Reactant: [S:1]1[CH:5]=[CH:4][CH:3]=[C:2]1[C:6]1[O:7][C:8]2[CH:14]=[C:13]([CH2:15][OH:16])[CH:12]=[CH:11][C:9]=2[N:10]=1. Product: [S:1]1[CH:5]=[CH:4][CH:3]=[C:2]1[C:6]1[O:7][C:8]2[CH:14]=[C:13]([CH:15]=[O:16])[CH:12]=[CH:11][C:9]=2[N:10]=1. The catalyst class is: 485. (2) Reactant: C1(P(C2CCCCC2)C2C=CC=CC=2C2C=CC=CC=2)CCCCC1.CN(C)C(=O)C.Br[C:33]1[C:34]([NH:40][C:41]2[CH:46]=[CH:45][CH:44]=[CH:43][C:42]=2[O:47][CH3:48])=[N:35][CH:36]=[C:37]([CH3:39])[CH:38]=1.C1CCN2C(=NCCC2)CC1. Product: [CH3:48][O:47][C:42]1[CH:43]=[CH:44][CH:45]=[C:46]2[C:41]=1[NH:40][C:34]1[N:35]=[CH:36][C:37]([CH3:39])=[CH:38][C:33]2=1. The catalyst class is: 713. (3) Reactant: [CH:1]1([C:7]2[C:11](/[CH:12]=[CH:13]/[C:14]([O:16][CH2:17][CH3:18])=[O:15])=[CH:10][N:9]([C:19]3[CH:24]=[CH:23][C:22]([C:25]([F:28])([F:27])[F:26])=[CH:21][N:20]=3)[N:8]=2)[CH2:6][CH2:5][CH2:4][CH2:3][CH2:2]1. Product: [CH:1]1([C:7]2[C:11]([CH2:12][CH2:13][C:14]([O:16][CH2:17][CH3:18])=[O:15])=[CH:10][N:9]([C:19]3[CH:24]=[CH:23][C:22]([C:25]([F:26])([F:27])[F:28])=[CH:21][N:20]=3)[N:8]=2)[CH2:6][CH2:5][CH2:4][CH2:3][CH2:2]1. The catalyst class is: 481. (4) Reactant: [N+:1]([C:4]1[C:5](Br)=[C:6]2[CH:15]=[CH:14][CH:13]=[C:12]3[C:7]2=[C:8]([CH:16]=1)[CH2:9][O:10][CH2:11]3)([O-:3])=[O:2].[Cu][C:19]#[N:20]. Product: [N+:1]([C:4]1[C:5]([C:19]#[N:20])=[C:6]2[CH:15]=[CH:14][CH:13]=[C:12]3[C:7]2=[C:8]([CH:16]=1)[CH2:9][O:10][CH2:11]3)([O-:3])=[O:2]. The catalyst class is: 3. (5) Reactant: ClC([O:4][CH2:5][CH3:6])=O.C([N:9]([CH2:12][CH3:13])CC)C.[C:14]([O:18][C:19]([NH:21][CH2:22]C(O)=O)=[O:20])([CH3:17])([CH3:16])[CH3:15].[N-]=[N+]=[N-].[Na+]. Product: [N:9]([CH2:22][NH:21][C:19](=[O:20])[O:18][C:14]([CH3:15])([CH3:16])[CH3:17])=[C:5]=[O:4].[C:5]1([CH3:6])[CH:13]=[CH:12][CH:16]=[CH:14][CH:15]=1. The catalyst class is: 20.